This data is from Cav3 T-type calcium channel HTS with 100,875 compounds. The task is: Binary Classification. Given a drug SMILES string, predict its activity (active/inactive) in a high-throughput screening assay against a specified biological target. (1) The drug is S(=O)(=O)(NCC(OCC(=O)c1sccc1)=O)c1ccc(cc1)C. The result is 0 (inactive). (2) The drug is s1c(CN2C(=O)C(N3CCN(CC3)c3ccc(O)cc3)CC2=O)ccc1. The result is 0 (inactive). (3) The compound is S(=O)(=O)(N1CCOCC1)c1cc(n2c(c(cc2C)C#N)C)c(N2CCCC2)cc1. The result is 0 (inactive). (4) The compound is O1CCN(CCNC(=O)C2CN(C(=O)C2)Cc2ccc(OC)cc2)CC1. The result is 0 (inactive). (5) The molecule is s1c2c(nc1N\N=C\c1occc1)cccc2. The result is 0 (inactive).